Task: Regression. Given a target protein amino acid sequence and a drug SMILES string, predict the binding affinity score between them. We predict pIC50 (pIC50 = -log10(IC50 in M); higher means more potent). Dataset: bindingdb_ic50.. Dataset: Drug-target binding data from BindingDB using IC50 measurements (1) The compound is CC(C)C[C@@H]1NC(=O)[C@H](CCCNC(=N)N)NC(=O)[C@H](CCCN)NC(=O)[C@H](CC(=O)O)NC(=O)[C@H](CCCCN)NC(=O)CCNC1=O. The target protein (P78325) has sequence MRGLGLWLLGAMMLPAIAPSRPWALMEQYEVVLPWRLPGPRVRRALPSHLGLHPERVSYVLGATGHNFTLHLRKNRDLLGSGYTETYTAANGSEVTEQPRGQDHCFYQGHVEGYPDSAASLSTCAGLRGFFQVGSDLHLIEPLDEGGEGGRHAVYQAEHLLQTAGTCGVSDDSLGSLLGPRTAAVFRPRPGDSLPSRETRYVELYVVVDNAEFQMLGSEAAVRHRVLEVVNHVDKLYQKLNFRVVLVGLEIWNSQDRFHVSPDPSVTLENLLTWQARQRTRRHLHDNVQLITGVDFTGTTVGFARVSAMCSHSSGAVNQDHSKNPVGVACTMAHEMGHNLGMDHDENVQGCRCQERFEAGRCIMAGSIGSSFPRMFSDCSQAYLESFLERPQSVCLANAPDLSHLVGGPVCGNLFVERGEQCDCGPPEDCRNRCCNSTTCQLAEGAQCAHGTCCQECKVKPAGELCRPKKDMCDLEEFCDGRHPECPEDAFQENGTPCSG.... The pIC50 is 5.3. (2) The target protein (P00630) has sequence MQVVLGSLFLLLLSTSHGWQIRDRIGDNELEERIIYPGTLWCGHGNKSSGPNELGRFKHTDACCRTHDMCPDVMSAGESKHGLTNTASHTRLSCDCDDKFYDCLKNSADTISSYFVGKMYFNLIDTKCYKLEHPVTGCGERTEGRCLHYTVDKSKPKVYQWFDLRKY. The small molecule is CC1=C(CC/C(C)=C/CCC2=CC[C@H](C3=CC(=O)O[C@H]3O)O[C@H]2O)C(C)(C)CCC1. The pIC50 is 5.1. (3) The small molecule is O=CNc1cccnc1C(=O)Nc1nccs1. The target protein (P0AE18) has sequence MAISIKTPEDIEKMRVAGRLAAEVLEMIEPYVKPGVSTGELDRICNDYIVNEQHAVSACLGYHGYPKSVCISINEVVCHGIPDDAKLLKDGDIVNIDVTVIKDGFHGDTSKMFIVGKPTIMGERLCRITQESLYLALRMVKPGINLREIGAAIQKFVEAEGFSVVREYCGHGIGRGFHEEPQVLHYDSRETNVVLKPGMTFTIEPMVNAGKKEIRTMKDGWTVKTKDRSLSAQYEHTIVVTDNGCEILTLRKDDTIPAIISHDE. The pIC50 is 6.5. (4) The drug is COc1cccc(-n2ncc3c(N4CCN(c5ccccc5OC)CC4)ncnc32)c1. The target protein (P11168) has sequence MTEDKVTGTLVFTVITAVLGSFQFGYDIGVINAPQQVIISHYRHVLGVPLDDRKAINNYVINSTDELPTISYSMNPKPTPWAEEETVAAAQLITMLWSLSVSSFAVGGMTASFFGGWLGDTLGRIKAMLVANILSLVGALLMGFSKLGPSHILIIAGRSISGLYCGLISGLVPMYIGEIAPTALRGALGTFHQLAIVTGILISQIIGLEFILGNYDLWHILLGLSGVRAILQSLLLFFCPESPRYLYIKLDEEVKAKQSLKRLRGYDDVTKDINEMRKEREEASSEQKVSIIQLFTNSSYRQPILVALMLHVAQQFSGINGIFYYSTSIFQTAGISKPVYATIGVGAVNMVFTAVSVFLVEKAGRRSLFLIGMSGMFVCAIFMSVGLVLLNKFSWMSYVSMIAIFLFVSFFEIGPGPIPWFMVAEFFSQGPRPAALAIAAFSNWTCNFIVALCFQYIADFCGPYVFFLFAGVLLAFTLFTFFKVPETKGKSFEEIAAEFQ.... The pIC50 is 6.0.